Dataset: Full USPTO retrosynthesis dataset with 1.9M reactions from patents (1976-2016). Task: Predict the reactants needed to synthesize the given product. The reactants are: Br[CH2:2][C:3]1[C:4]([O:13][CH2:14][C:15]([F:18])([F:17])[F:16])=[N:5][CH:6]=[C:7]([CH:12]=1)[C:8]([O:10][CH3:11])=[O:9].[C:19]([O-:22])(=[O:21])[CH3:20].[Na+].O. Given the product [C:19]([O:22][CH2:2][C:3]1[C:4]([O:13][CH2:14][C:15]([F:18])([F:17])[F:16])=[N:5][CH:6]=[C:7]([CH:12]=1)[C:8]([O:10][CH3:11])=[O:9])(=[O:21])[CH3:20], predict the reactants needed to synthesize it.